This data is from Reaction yield outcomes from USPTO patents with 853,638 reactions. The task is: Predict the reaction yield, written as a fraction of the theoretical maximum amount of product (1.0 means a 100% yield; for example, 0.34 means a 34% yield). (1) The reactants are [Cl:1][C:2]1[CH:7]=[CH:6][C:5]([N+:8]([O-:10])=[O:9])=[CH:4][C:3]=1[SH:11].[Cl:12][C:13]([CH2:15]Cl)=[CH2:14].C([O-])([O-])=O.[K+].[K+].CCOC(C)=O. The product is [Cl:1][C:2]1[CH:7]=[CH:6][C:5]([N+:8]([O-:10])=[O:9])=[CH:4][C:3]=1[S:11][CH2:15][C:13]([Cl:12])=[CH2:14]. The yield is 0.890. The catalyst is CN(C=O)C.O. (2) The reactants are [CH3:1][C:2]1[S:6][C:5]([C:7]([OH:9])=O)=[CH:4][C:3]=1[C:10]1[N:14]([CH3:15])[N:13]=[CH:12][CH:11]=1.[NH2:16][C@@H:17]([CH2:30][C:31]1[CH:36]=[CH:35][CH:34]=[C:33]([F:37])[CH:32]=1)[CH2:18][N:19]1[C:27](=[O:28])[C:26]2[C:21](=[CH:22][CH:23]=[CH:24][CH:25]=2)[C:20]1=[O:29].CC(OC(N[C@H](C(O)=O)CC1C=CC=CC=1C(F)(F)F)=O)(C)C.C1CN([P+](Br)(N2CCCC2)N2CCCC2)CC1.F[P-](F)(F)(F)(F)F.CCN(C(C)C)C(C)C. The catalyst is C(Cl)(Cl)Cl. The product is [O:29]=[C:20]1[C:21]2[C:26](=[CH:25][CH:24]=[CH:23][CH:22]=2)[C:27](=[O:28])[N:19]1[CH2:18][C@@H:17]([NH:16][C:7]([C:5]1[S:6][C:2]([CH3:1])=[C:3]([C:10]2[N:14]([CH3:15])[N:13]=[CH:12][CH:11]=2)[CH:4]=1)=[O:9])[CH2:30][C:31]1[CH:36]=[CH:35][CH:34]=[C:33]([F:37])[CH:32]=1. The yield is 0.500. (3) The reactants are Cl[C:2]1[CH:7]=[C:6]([CH3:8])[N:5]=[C:4]([S:9][CH3:10])[N:3]=1.[CH2:11]([NH2:13])[CH3:12]. The catalyst is O. The product is [CH2:11]([NH:13][C:2]1[CH:7]=[C:6]([CH3:8])[N:5]=[C:4]([S:9][CH3:10])[N:3]=1)[CH3:12]. The yield is 0.900. (4) The reactants are [CH:1]1([CH2:6][C@@H:7]2[CH2:10][N:9]([O:11][CH2:12][C:13]3C=C[CH:16]=[CH:15][CH:14]=3)[C:8]2=[O:19])[CH2:5][CH2:4][CH2:3][CH2:2]1.[O:20]1C=CCCC1.C1(C)C=CC(S([O-])(=O)=O)=CC=1.[NH+]1C=CC=CC=1. The catalyst is C(O)C. The product is [CH:1]1([CH2:6][C@@H:7]2[CH2:10][N:9]([O:11][CH:12]3[CH2:13][CH2:14][CH2:15][CH2:16][O:20]3)[C:8]2=[O:19])[CH2:5][CH2:4][CH2:3][CH2:2]1. The yield is 1.00.